Task: Predict the reactants needed to synthesize the given product.. Dataset: Full USPTO retrosynthesis dataset with 1.9M reactions from patents (1976-2016) Given the product [C:19]([O:18][C:16]([N:29]1[CH2:30][CH2:31][NH:32][C:33](=[O:34])[CH:28]1[CH2:27][C:26]([O:25][CH2:23][CH3:24])=[O:35])=[O:17])([CH3:20])([CH3:21])[CH3:22], predict the reactants needed to synthesize it. The reactants are: C(N(CC)CC)C.[C:19]([O:18][C:16](O[C:16]([O:18][C:19]([CH3:22])([CH3:21])[CH3:20])=[O:17])=[O:17])([CH3:22])([CH3:21])[CH3:20].[CH2:23]([O:25][C:26](=[O:35])[CH2:27][CH:28]1[C:33](=[O:34])[NH:32][CH2:31][CH2:30][NH:29]1)[CH3:24].